Dataset: Reaction yield outcomes from USPTO patents with 853,638 reactions. Task: Predict the reaction yield, written as a fraction of the theoretical maximum amount of product (1.0 means a 100% yield; for example, 0.34 means a 34% yield). (1) The reactants are Br[C:2]1[CH:15]=[CH:14][C:5]([O:6][Si:7]([C:10]([CH3:13])([CH3:12])[CH3:11])([CH3:9])[CH3:8])=[CH:4][CH:3]=1.[CH:16]1([C:19]2[CH:24]=[CH:23][C:22]([NH:25][CH3:26])=[CH:21][CH:20]=2)[CH2:18][CH2:17]1. No catalyst specified. The product is [C:10]([Si:7]([CH3:9])([CH3:8])[O:6][C:5]1[CH:14]=[CH:15][C:2]([N:25]([C:22]2[CH:23]=[CH:24][C:19]([CH:16]3[CH2:17][CH2:18]3)=[CH:20][CH:21]=2)[CH3:26])=[CH:3][CH:4]=1)([CH3:13])([CH3:12])[CH3:11]. The yield is 0.380. (2) The reactants are [F:1][C:2]1([F:52])[CH2:7][CH2:6][CH:5]([C:8]2[C:17]3[C@@H:16]([OH:18])[CH2:15][C:14]([CH3:20])([CH3:19])[CH2:13][C:12]=3[N:11]=[C:10]([CH:21]3[CH2:26][CH2:25][N:24]([C:27]4[N:32]=[CH:31][C:30]([O:33][CH2:34][CH2:35][C:36]([OH:39])([CH3:38])[CH3:37])=[CH:29][N:28]=4)[CH2:23][CH2:22]3)[C:9]=2[C@@H:40]([F:51])[C:41]2[CH:46]=[CH:45][C:44]([C:47]([F:50])([F:49])[F:48])=[CH:43][CH:42]=2)[CH2:4][CH2:3]1.[C:53]([OH:60])(=[O:59])[CH2:54][CH2:55][C:56]([OH:58])=[O:57].O. The yield is 0.390. The product is [C:53]([OH:60])(=[O:59])[CH2:54][CH2:55][C:56]([OH:58])=[O:57].[C:53]([OH:60])(=[O:59])[CH2:54][CH2:55][C:56]([OH:58])=[O:57].[F:52][C:2]1([F:1])[CH2:3][CH2:4][CH:5]([C:8]2[C:17]3[C@@H:16]([OH:18])[CH2:15][C:14]([CH3:19])([CH3:20])[CH2:13][C:12]=3[N:11]=[C:10]([CH:21]3[CH2:22][CH2:23][N:24]([C:27]4[N:32]=[CH:31][C:30]([O:33][CH2:34][CH2:35][C:36]([OH:39])([CH3:37])[CH3:38])=[CH:29][N:28]=4)[CH2:25][CH2:26]3)[C:9]=2[C@@H:40]([F:51])[C:41]2[CH:46]=[CH:45][C:44]([C:47]([F:48])([F:50])[F:49])=[CH:43][CH:42]=2)[CH2:6][CH2:7]1. The catalyst is CC(C)=O. (3) The reactants are [C:1]([O:4][C:5]1([C:8]([OH:10])=O)[CH2:7][CH2:6]1)(=[O:3])[CH3:2].O1CCCC1.C(Cl)(=O)C(Cl)=O.Cl.[NH2:23][C:24]1[N:25]=[C:26]2[CH:31]=[CH:30][C:29]([O:32][C:33]3[CH:34]=[CH:35][C:36]([CH3:49])=[C:37]([NH:39][C:40]([C:42]4[N:46]([CH3:47])[N:45]=[C:44]([CH3:48])[CH:43]=4)=[O:41])[CH:38]=3)=[N:28][N:27]2[CH:50]=1. The catalyst is CN(C)C=O.CN(C)C(=O)C. The product is [C:1]([O:4][C:5]1([C:8]([NH:23][C:24]2[N:25]=[C:26]3[CH:31]=[CH:30][C:29]([O:32][C:33]4[CH:34]=[CH:35][C:36]([CH3:49])=[C:37]([NH:39][C:40]([C:42]5[N:46]([CH3:47])[N:45]=[C:44]([CH3:48])[CH:43]=5)=[O:41])[CH:38]=4)=[N:28][N:27]3[CH:50]=2)=[O:10])[CH2:6][CH2:7]1)(=[O:3])[CH3:2]. The yield is 0.740. (4) The reactants are [C:1]([O:5][C:6]([N:8]1[CH2:13][CH2:12][N:11]([C:14](=[O:26])[C:15]2[CH:20]=[C:19]([S:21]([CH3:24])(=[O:23])=[O:22])[CH:18]=[CH:17][C:16]=2I)[CH:10]([CH3:27])[CH2:9]1)=[O:7])([CH3:4])([CH3:3])[CH3:2].[NH:28]1[CH2:33][CH2:32][O:31][CH2:30][CH2:29]1. No catalyst specified. The product is [C:1]([O:5][C:6]([N:8]1[CH2:13][CH2:12][N:11]([C:14](=[O:26])[C:15]2[CH:20]=[C:19]([S:21]([CH3:24])(=[O:23])=[O:22])[CH:18]=[CH:17][C:16]=2[N:28]2[CH2:33][CH2:32][O:31][CH2:30][CH2:29]2)[CH:10]([CH3:27])[CH2:9]1)=[O:7])([CH3:4])([CH3:3])[CH3:2]. The yield is 0.880.